Dataset: Choline transporter screen with 302,306 compounds. Task: Binary Classification. Given a drug SMILES string, predict its activity (active/inactive) in a high-throughput screening assay against a specified biological target. The drug is O1C(OCc2ccc(cc2)CO)CC(c2ccc(cc2)C#C)C=C1C(=O)Nc1ccccc1. The result is 0 (inactive).